From a dataset of Full USPTO retrosynthesis dataset with 1.9M reactions from patents (1976-2016). Predict the reactants needed to synthesize the given product. (1) Given the product [CH3:23][CH:22]([CH3:24])[CH2:21][CH2:20][N:14]([CH2:13][C:8]1[CH:7]=[CH:6][CH:5]=[C:4]2[C:9]=1[CH:10]=[CH:11][CH:12]=[C:3]2[O:2][C:1]1[CH:31]=[CH:30][C:29]([C:32]#[N:33])=[CH:28][N:27]=1)[CH2:15][CH2:16][CH:17]([CH3:18])[CH3:19], predict the reactants needed to synthesize it. The reactants are: [CH3:1][O:2][C:3]1[CH:12]=[CH:11][CH:10]=[C:9]2[C:4]=1[CH:5]=[CH:6][CH:7]=[C:8]2[CH2:13][N:14]([CH2:20][CH2:21][CH:22]([CH3:24])[CH3:23])[CH2:15][CH2:16][CH:17]([CH3:19])[CH3:18].ClC1[CH:31]=[CH:30][C:29]([C:32]#[N:33])=[CH:28][N:27]=1. (2) Given the product [CH:22]([O:21][CH2:20][CH2:19][CH2:18][N:14]1[C:15](=[O:17])[C:16]2[C:7]([CH2:2][CH2:3][CH:4]([CH3:6])[CH3:5])=[C:8]([O:30][CH:31]([CH3:33])[CH3:32])[CH:9]=[N:10][C:11]=2[N:12]([CH3:29])[C:13]1=[O:28])=[O:23], predict the reactants needed to synthesize it. The reactants are: O[CH:2]([C:7]1[C:16]2[C:15](=[O:17])[N:14]([CH2:18][CH2:19][CH2:20][O:21][CH:22]3CCCC[O:23]3)[C:13](=[O:28])[N:12]([CH3:29])[C:11]=2[N:10]=[CH:9][C:8]=1[O:30][CH:31]([CH3:33])[CH3:32])[CH2:3][CH:4]([CH3:6])[CH3:5]. (3) The reactants are: C([O:3][P:4]([O:8][CH2:9][CH3:10])[O:5][CH2:6][CH3:7])C.Br[CH2:12][CH2:13][CH2:14][N:15]1[C:27]2[CH:26]=[CH:25][CH:24]=[CH:23][C:22]=2[C:21]2[C:16]1=[CH:17][CH:18]=[CH:19][CH:20]=2. Given the product [CH:17]1[C:16]2[N:15]([CH2:14][CH2:13][CH2:12][P:4](=[O:3])([O:5][CH2:6][CH3:7])[O:8][CH2:9][CH3:10])[C:27]3[C:22](=[CH:23][CH:24]=[CH:25][CH:26]=3)[C:21]=2[CH:20]=[CH:19][CH:18]=1, predict the reactants needed to synthesize it. (4) Given the product [Br:1][C:2]1[CH:10]=[CH:9][C:5]([C:6]([O:8][CH3:17])=[O:7])=[C:4]([F:11])[CH:3]=1, predict the reactants needed to synthesize it. The reactants are: [Br:1][C:2]1[CH:10]=[CH:9][C:5]([C:6]([OH:8])=[O:7])=[C:4]([F:11])[CH:3]=1.S(=O)(=O)(O)O.[CH3:17]O. (5) Given the product [NH2:7][CH2:8][C:9]1[CH:10]=[CH:11][C:12]([C:15]2[C:16]([O:23][CH3:24])=[N:17][CH:18]=[C:19]([CH:20]=2)[C:21]#[N:22])=[CH:13][CH:14]=1, predict the reactants needed to synthesize it. The reactants are: C(OC(=O)[NH:7][CH2:8][C:9]1[CH:14]=[CH:13][C:12]([C:15]2[C:16]([O:23][CH3:24])=[N:17][CH:18]=[C:19]([C:21]#[N:22])[CH:20]=2)=[CH:11][CH:10]=1)(C)(C)C.FC(F)(F)C(O)=O. (6) Given the product [OH:35][CH:10]([CH2:11][OH:5])[CH2:9][O:12][C@H:13]1[CH2:17][N:16]([C:18]([O:20][C:21]([CH3:22])([CH3:23])[CH3:24])=[O:19])[C@@H:15]([C:25]([O:27][CH3:28])=[O:26])[CH2:14]1, predict the reactants needed to synthesize it. The reactants are: C[N+]1([O-])CC[O:5]CC1.[CH2:9]([O:12][C@H:13]1[CH2:17][N:16]([C:18]([O:20][C:21]([CH3:24])([CH3:23])[CH3:22])=[O:19])[C@@H:15]([C:25]([O:27][CH3:28])=[O:26])[CH2:14]1)[CH:10]=[CH2:11].S([O-])([O-])=O.[Na+].[Na+].[OH2:35]. (7) Given the product [C:1]([O:5][C:6]([N:8]1[CH2:13][C@H:12]([CH2:14][N:27]2[CH2:28][CH2:29][C@@H:25]([F:24])[CH2:26]2)[N:11]([CH2:16][C:17]2[CH:22]=[CH:21][CH:20]=[CH:19][CH:18]=2)[CH2:10][C@H:9]1[CH3:23])=[O:7])([CH3:4])([CH3:3])[CH3:2], predict the reactants needed to synthesize it. The reactants are: [C:1]([O:5][C:6]([N:8]1[CH2:13][C@H:12]([CH2:14]Cl)[N:11]([CH2:16][C:17]2[CH:22]=[CH:21][CH:20]=[CH:19][CH:18]=2)[CH2:10][C@H:9]1[CH3:23])=[O:7])([CH3:4])([CH3:3])[CH3:2].[F:24][C@@H:25]1[CH2:29][CH2:28][NH:27][CH2:26]1. (8) Given the product [CH:1]1([N:7]2[CH2:13][C:12]([F:15])([F:14])[C:11](=[O:16])[N:10]([CH3:17])[C:9]3[CH:18]=[N:19][C:20]([NH:22][C:23]4[CH:24]=[CH:25][C:26]([C:27]([NH2:34])=[O:28])=[CH:30][CH:31]=4)=[N:21][C:8]2=3)[CH2:2][CH2:3][CH2:4][CH2:5][CH2:6]1, predict the reactants needed to synthesize it. The reactants are: [CH:1]1([N:7]2[CH2:13][C:12]([F:15])([F:14])[C:11](=[O:16])[N:10]([CH3:17])[C:9]3[CH:18]=[N:19][C:20]([NH:22][C:23]4[CH:31]=[CH:30][C:26]([C:27](O)=[O:28])=[CH:25][CH:24]=4)=[N:21][C:8]2=3)[CH2:6][CH2:5][CH2:4][CH2:3][CH2:2]1.C([N:34](CC)CC)C.F[P-](F)(F)(F)(F)F.CN(C(N(C)C)=[N+]1C2C(=NC=CC=2)[N+]([O-])=N1)C.[Cl-].[NH4+]. (9) The reactants are: [CH2:1]([NH2:19])[CH2:2][CH2:3][CH2:4][CH2:5][CH2:6][CH2:7][CH2:8][CH2:9][CH2:10][CH2:11][CH2:12][CH2:13][CH2:14][CH2:15][CH2:16][CH2:17][CH3:18].[N:20]1[CH:25]=[CH:24][CH:23]=[CH:22][CH:21]=1.[C:26](Cl)(=[O:30])[C:27](Cl)=[O:28]. Given the product [CH3:18][CH2:17][CH2:16][CH2:15][CH2:14][CH2:13][CH2:12][CH2:11][CH2:10][CH2:9][CH2:8][CH2:7][CH2:6][CH2:5][CH2:4][CH2:3][CH2:2][CH2:1][NH:19][C:27]([C:26]([NH:20][CH2:25][CH2:24][CH2:23][CH2:22][CH2:21][CH2:13][CH2:12][CH2:11][CH2:10][CH2:9][CH2:8][CH2:7][CH2:6][CH2:5][CH2:4][CH2:3][CH2:2][CH3:1])=[O:30])=[O:28], predict the reactants needed to synthesize it.